Predict the product of the given reaction. From a dataset of Forward reaction prediction with 1.9M reactions from USPTO patents (1976-2016). (1) The product is: [CH3:28][N:29]([CH3:38])[C:30]1[CH:37]=[CH:36][C:33]([CH2:34][NH:35][C:13]([C:10]2[S:11][CH:12]=[C:8]([C:5]3[CH:4]=[CH:3][C:2]([Cl:1])=[CH:7][CH:6]=3)[N:9]=2)=[O:15])=[CH:32][CH:31]=1. Given the reactants [Cl:1][C:2]1[CH:7]=[CH:6][C:5]([C:8]2[N:9]=[C:10]([C:13]([OH:15])=O)[S:11][CH:12]=2)=[CH:4][CH:3]=1.C1N=CN(C(N2C=NC=C2)=O)C=1.[CH3:28][N:29]([CH3:38])[C:30]1[CH:37]=[CH:36][C:33]([CH2:34][NH2:35])=[CH:32][CH:31]=1, predict the reaction product. (2) Given the reactants [Cl:1][C:2]1[CH:7]=[C:6]([Cl:8])[CH:5]=[CH:4][C:3]=1[C:9]1([OH:35])[C:17]2[C:12](=[CH:13][C:14](C#N)=[CH:15][C:16]=2[C:18]([F:21])([F:20])[F:19])[N:11]([CH2:24][C@H:25]2[CH2:28][C@H:27]([N:29]([CH2:32][CH3:33])[CH2:30][CH3:31])[CH2:26]2)[C:10]1=[O:34].Cl.C([N:39]([CH2:42]C)CC)C.[N-:44]=[N+:45]=[N-:46].[Na+], predict the reaction product. The product is: [Cl:1][C:2]1[CH:7]=[C:6]([Cl:8])[CH:5]=[CH:4][C:3]=1[C:9]1([OH:35])[C:17]2[C:12](=[CH:13][C:14]([N:45]3[N:46]=[N:39][CH:42]=[N:44]3)=[CH:15][C:16]=2[C:18]([F:21])([F:20])[F:19])[N:11]([CH2:24][C@H:25]2[CH2:28][C@H:27]([N:29]([CH2:30][CH3:31])[CH2:32][CH3:33])[CH2:26]2)[C:10]1=[O:34]. (3) Given the reactants [F:1][C:2]1[CH:16]=[CH:15][C:5]2[CH2:6][CH2:7][C:8]3[C:9](O)=[N:10][CH:11]=[N:12][C:13]=3[C:4]=2[CH:3]=1.P(Cl)(Cl)(Cl)=O.C1(C)C=CC=CC=1.[CH3:29][C:30]1[N:31]=[CH:32][N:33]([C:36]2[CH:37]=[C:38]([CH:40]=[CH:41][CH:42]=2)[NH2:39])[C:34]=1[CH3:35], predict the reaction product. The product is: [CH3:29][C:30]1[N:31]=[CH:32][N:33]([C:36]2[CH:37]=[C:38]([NH:39][C:9]3[C:8]4[CH2:7][CH2:6][C:5]5[CH:15]=[CH:16][C:2]([F:1])=[CH:3][C:4]=5[C:13]=4[N:12]=[CH:11][N:10]=3)[CH:40]=[CH:41][CH:42]=2)[C:34]=1[CH3:35].